This data is from Reaction yield outcomes from USPTO patents with 853,638 reactions. The task is: Predict the reaction yield, written as a fraction of the theoretical maximum amount of product (1.0 means a 100% yield; for example, 0.34 means a 34% yield). (1) The reactants are CN(C)C(=O)C.[C:7]1([C:22]2[CH:27]=[CH:26][CH:25]=[CH:24][CH:23]=2)[CH:12]=[CH:11][C:10]([NH:13][C:14]2[C:19](Br)=[CH:18][C:17]([CH3:21])=[CH:16][N:15]=2)=[CH:9][CH:8]=1.C1CCN2C(=NCCC2)CC1. The catalyst is C([O-])(=O)C.[Pd+2].C([O-])(=O)C.C1(P(C2CCCCC2)C2C=CC=CC=2C2C=CC=CC=2)CCCCC1.O. The product is [CH3:21][C:17]1[CH:16]=[N:15][C:14]2[NH:13][C:10]3[C:11]([C:19]=2[CH:18]=1)=[CH:12][C:7]([C:22]1[CH:27]=[CH:26][CH:25]=[CH:24][CH:23]=1)=[CH:8][CH:9]=3. The yield is 0.985. (2) The reactants are [N:1]1[CH:6]=[CH:5][C:4]([C:7]2[CH:12]=[CH:11][N:10]3[CH:13]=[CH:14][N:15]=[C:9]3[CH:8]=2)=[CH:3][CH:2]=1.Br[C:17]1[CH:22]=[CH:21][C:20]([CH2:23][C:24]([NH:26][C:27]2[S:28][C:29]([CH:33]([CH3:35])[CH3:34])=[C:30]([CH3:32])[N:31]=2)=[O:25])=[C:19]([F:36])[CH:18]=1.C([O-])(=O)C.[K+]. The catalyst is CS(C)=O. The product is [F:36][C:19]1[CH:18]=[C:17]([C:13]2[N:10]3[CH:11]=[CH:12][C:7]([C:4]4[CH:3]=[CH:2][N:1]=[CH:6][CH:5]=4)=[CH:8][C:9]3=[N:15][CH:14]=2)[CH:22]=[CH:21][C:20]=1[CH2:23][C:24]([NH:26][C:27]1[S:28][C:29]([CH:33]([CH3:35])[CH3:34])=[C:30]([CH3:32])[N:31]=1)=[O:25]. The yield is 0.110. (3) The reactants are CON(C)[C:4]([C:6]1[CH:10]=[CH:9][O:8][CH:7]=1)=[O:5].[CH2:12]([Mg]Cl)[C:13]1[CH:18]=[CH:17][CH:16]=[CH:15][CH:14]=1.CCOC(C)=O.[NH4+].[Cl-]. The catalyst is C1COCC1. The product is [O:8]1[CH:9]=[CH:10][C:6]([C:4](=[O:5])[CH2:12][C:13]2[CH:18]=[CH:17][CH:16]=[CH:15][CH:14]=2)=[CH:7]1. The yield is 0.632. (4) The reactants are [CH3:1][C:2]1[CH:3]=[CH:4][C:5]([C:8]2[N:12]([C:13]3[CH:14]=[CH:15][C:16]([S:19]([NH2:22])(=[O:21])=[O:20])=[CH:17][CH:18]=3)[N:11]=[C:10]([C:23]([F:26])([F:25])[F:24])[CH:9]=2)=[CH:6][CH:7]=1.[C:35](O[C:35]([O:37][C:38]([CH3:41])([CH3:40])[CH3:39])=[O:36])([O:37][C:38]([CH3:41])([CH3:40])[CH3:39])=[O:36].C(N(CC)CC)C.Br[CH2:50][C:51]([O:53][CH3:54])=[O:52].C([O-])([O-])=O.[K+].[K+].C([O-])(O)=O.[Na+]. The catalyst is CN(C1C=CN=CC=1)C.C1COCC1. The product is [C:38]([O:37][C:35]([N:22]([S:19]([C:16]1[CH:15]=[CH:14][C:13]([N:12]2[C:8]([C:5]3[CH:6]=[CH:7][C:2]([CH3:1])=[CH:3][CH:4]=3)=[CH:9][C:10]([C:23]([F:24])([F:26])[F:25])=[N:11]2)=[CH:18][CH:17]=1)(=[O:21])=[O:20])[CH2:50][C:51]([O:53][CH3:54])=[O:52])=[O:36])([CH3:39])([CH3:40])[CH3:41]. The yield is 0.910. (5) The reactants are [CH3:1][O:2][C:3]1[N:8]=[C:7]([C:9]2[CH:10]=[C:11]([OH:15])[CH:12]=[CH:13][CH:14]=2)[CH:6]=[C:5]([NH:16][CH2:17][CH2:18][C:19]2[CH:24]=[CH:23][C:22]([O:25][CH3:26])=[CH:21][CH:20]=2)[N:4]=1.C([O-])([O-])=O.[Cs+].[Cs+].Br[C:34]([CH3:41])([CH3:40])[C:35]([O:37][CH2:38][CH3:39])=[O:36]. The catalyst is CN(C=O)C.O. The product is [CH2:38]([O:37][C:35](=[O:36])[C:34]([O:15][C:11]1[CH:12]=[CH:13][CH:14]=[C:9]([C:7]2[CH:6]=[C:5]([NH:16][CH2:17][CH2:18][C:19]3[CH:20]=[CH:21][C:22]([O:25][CH3:26])=[CH:23][CH:24]=3)[N:4]=[C:3]([O:2][CH3:1])[N:8]=2)[CH:10]=1)([CH3:41])[CH3:40])[CH3:39]. The yield is 0.620.